From a dataset of Full USPTO retrosynthesis dataset with 1.9M reactions from patents (1976-2016). Predict the reactants needed to synthesize the given product. (1) Given the product [N:31]1([C:49]([CH:33]2[CH2:34][CH2:35][N:31]([C:22]3[CH:23]=[C:24]([C:27]([F:28])([F:29])[F:30])[CH:25]=[CH:26][C:21]=3[CH2:19][N:4]3[CH2:5][CH2:6][N:1]([C:7]([O:9][CH:10]([C:11]([F:12])([F:13])[F:14])[C:15]([F:16])([F:18])[F:17])=[O:8])[CH2:2][CH2:3]3)[CH2:36][CH2:32]2)=[O:51])[CH2:35][CH2:34][CH2:33][CH2:32]1, predict the reactants needed to synthesize it. The reactants are: [N:1]1([C:7]([O:9][CH:10]([C:15]([F:18])([F:17])[F:16])[C:11]([F:14])([F:13])[F:12])=[O:8])[CH2:6][CH2:5][NH:4][CH2:3][CH2:2]1.[CH:19]([C:21]1[CH:26]=[CH:25][C:24]([C:27]([F:30])([F:29])[F:28])=[CH:23][C:22]=1[N:31]1[CH2:35][CH2:34][CH2:33][CH:32]1[C:36](O)=O)=O.C(O[BH-](O[C:49](=[O:51])C)OC(=O)C)(=O)C.[Na+]. (2) Given the product [NH2:24][C:16]([CH2:15][CH2:14][C:11]1[CH:10]=[CH:9][C:8]([C:5]2[CH:6]=[CH:7][C:2]([S:35][C:33]3[S:34][C:30]([CH3:29])=[CH:31][CH:32]=3)=[CH:3][C:4]=2[F:28])=[CH:13][CH:12]=1)([CH2:21][OH:20])[CH2:17][OH:18], predict the reactants needed to synthesize it. The reactants are: Br[C:2]1[CH:7]=[CH:6][C:5]([C:8]2[CH:13]=[CH:12][C:11]([CH2:14][CH2:15][C:16]3([NH:24]C(=O)C)[CH2:21][O:20]C(C)(C)[O:18][CH2:17]3)=[CH:10][CH:9]=2)=[C:4]([F:28])[CH:3]=1.[CH3:29][C:30]1[S:34][C:33]([SH:35])=[CH:32][CH:31]=1.C(N(C(C)C)CC)(C)C.C1(P(C2C=CC=CC=2)C2C3OC4C(=CC=CC=4P(C4C=CC=CC=4)C4C=CC=CC=4)C(C)(C)C=3C=CC=2)C=CC=CC=1.